From a dataset of NCI-60 drug combinations with 297,098 pairs across 59 cell lines. Regression. Given two drug SMILES strings and cell line genomic features, predict the synergy score measuring deviation from expected non-interaction effect. Drug 1: C1=NNC2=C1C(=O)NC=N2. Drug 2: CC1CCCC2(C(O2)CC(NC(=O)CC(C(C(=O)C(C1O)C)(C)C)O)C(=CC3=CSC(=N3)C)C)C. Cell line: HOP-62. Synergy scores: CSS=36.6, Synergy_ZIP=-0.439, Synergy_Bliss=-3.25, Synergy_Loewe=-23.1, Synergy_HSA=-2.93.